Dataset: Full USPTO retrosynthesis dataset with 1.9M reactions from patents (1976-2016). Task: Predict the reactants needed to synthesize the given product. (1) Given the product [CH2:1]([N:3]1[C:8](=[S:29])[C:7]2[N:10]=[CH:11][CH:12]=[CH:13][C:6]=2[C:5]([C:14]2[CH:19]=[CH:18][CH:17]=[CH:16][N:15]=2)=[N:4]1)[CH3:2], predict the reactants needed to synthesize it. The reactants are: [CH2:1]([N:3]1[C:8](=O)[C:7]2[N:10]=[CH:11][CH:12]=[CH:13][C:6]=2[C:5]([C:14]2[CH:19]=[CH:18][CH:17]=[CH:16][N:15]=2)=[N:4]1)[CH3:2].COC1C=CC(P2(=S)SP(=S)(C3C=CC(OC)=CC=3)[S:29]2)=CC=1.C1(C)C=CC=CC=1. (2) Given the product [Cl:37][C:38]1[N:43]=[C:42]([NH:1][C:2]2[CH:3]=[C:4]([CH2:8][CH2:9][C:10]3[C:11]([N:25]4[CH2:26][CH2:27][O:28][CH2:29][CH2:30]4)=[CH:12][C:13]([CH3:24])=[C:14]([NH:16][C:17](=[O:23])[O:18][C:19]([CH3:20])([CH3:21])[CH3:22])[CH:15]=3)[CH:5]=[CH:6][CH:7]=2)[C:41]([Cl:45])=[CH:40][N:39]=1, predict the reactants needed to synthesize it. The reactants are: [NH2:1][C:2]1[CH:3]=[C:4]([CH2:8][CH2:9][C:10]2[C:11]([N:25]3[CH2:30][CH2:29][O:28][CH2:27][CH2:26]3)=[CH:12][C:13]([CH3:24])=[C:14]([NH:16][C:17](=[O:23])[O:18][C:19]([CH3:22])([CH3:21])[CH3:20])[CH:15]=2)[CH:5]=[CH:6][CH:7]=1.C(=O)([O-])[O-].[K+].[K+].[Cl:37][C:38]1[N:43]=[C:42](Cl)[C:41]([Cl:45])=[CH:40][N:39]=1.